From a dataset of Forward reaction prediction with 1.9M reactions from USPTO patents (1976-2016). Predict the product of the given reaction. Given the reactants Cl.[CH3:2][O:3][C:4]1[CH:5]=[C:6]([C:12]2[C:13]([CH3:25])([CH3:24])[C:14](=[O:23])[N:15]([CH:17]3[CH2:22][CH2:21][NH:20][CH2:19][CH2:18]3)[N:16]=2)[CH:7]=[CH:8][C:9]=1[O:10][CH3:11].[CH2:26]([O:33][C:34]1[CH:35]=[CH:36][C:37]([CH3:43])=[C:38]([CH:42]=1)[C:39](Cl)=[O:40])[C:27]1[CH:32]=[CH:31][CH:30]=[CH:29][CH:28]=1, predict the reaction product. The product is: [CH2:26]([O:33][C:34]1[CH:35]=[CH:36][C:37]([CH3:43])=[C:38]([C:39]([N:20]2[CH2:21][CH2:22][CH:17]([N:15]3[C:14](=[O:23])[C:13]([CH3:25])([CH3:24])[C:12]([C:6]4[CH:7]=[CH:8][C:9]([O:10][CH3:11])=[C:4]([O:3][CH3:2])[CH:5]=4)=[N:16]3)[CH2:18][CH2:19]2)=[O:40])[CH:42]=1)[C:27]1[CH:28]=[CH:29][CH:30]=[CH:31][CH:32]=1.